Predict the product of the given reaction. From a dataset of Forward reaction prediction with 1.9M reactions from USPTO patents (1976-2016). Given the reactants [F:1]C1C=C2C(C(C(O)=O)=NN2)=CC=1.[C:14]([C:17]1[C:25]2[C:20](=[CH:21][C:22](C)=[CH:23][CH:24]=2)[N:19]([CH2:27][C:28]([OH:30])=[O:29])[N:18]=1)(=[O:16])[NH2:15], predict the reaction product. The product is: [C:14]([C:17]1[C:25]2[C:20](=[CH:21][C:22]([F:1])=[CH:23][CH:24]=2)[N:19]([CH2:27][C:28]([OH:30])=[O:29])[N:18]=1)(=[O:16])[NH2:15].